This data is from Catalyst prediction with 721,799 reactions and 888 catalyst types from USPTO. The task is: Predict which catalyst facilitates the given reaction. Reactant: [NH2:1][C:2]1[CH:11]=[CH:10][CH:9]=[C:8]2[C:3]=1[CH:4]=[CH:5][C:6]([O:12]C)=[N:7]2.C([O-])(O)=O.[Na+]. Product: [NH2:1][C:2]1[CH:11]=[CH:10][CH:9]=[C:8]2[C:3]=1[CH:4]=[CH:5][C:6](=[O:12])[NH:7]2. The catalyst class is: 126.